This data is from Catalyst prediction with 721,799 reactions and 888 catalyst types from USPTO. The task is: Predict which catalyst facilitates the given reaction. (1) Reactant: [F:1][C:2]([F:19])([F:18])[C:3]1[N:8]=[C:7]([N:9]2[CH2:13][C@@H:12]3[C@H:14]([OH:17])[CH2:15][CH2:16][C@@H:11]3[CH2:10]2)[CH:6]=[CH:5][CH:4]=1.C1(P(C2C=CC=CC=2)C2C=CC=CC=2)C=CC=CC=1.[F:39][C:40]1[CH:41]=[C:42](O)[CH:43]=[CH:44][CH:45]=1.N(C(OC(C)C)=O)=NC(OC(C)C)=O. The catalyst class is: 7. Product: [F:39][C:40]1[CH:45]=[C:44]([CH:43]=[CH:42][CH:41]=1)[O:17][C@@H:14]1[C@@H:12]2[C@@H:11]([CH2:10][N:9]([C:7]3[CH:6]=[CH:5][CH:4]=[C:3]([C:2]([F:1])([F:18])[F:19])[N:8]=3)[CH2:13]2)[CH2:16][CH2:15]1. (2) Reactant: [CH2:1]([N:8]1[C:16]2[C:11](=[CH:12][C:13]([O:17]C)=[CH:14][CH:15]=2)[CH:10]=[CH:9]1)[C:2]1[CH:7]=[CH:6][CH:5]=[CH:4][CH:3]=1.B(Br)(Br)Br.C([O-])([O-])=O.[Na+].[Na+]. Product: [CH2:1]([N:8]1[C:16]2[C:11](=[CH:12][C:13]([OH:17])=[CH:14][CH:15]=2)[CH:10]=[CH:9]1)[C:2]1[CH:3]=[CH:4][CH:5]=[CH:6][CH:7]=1. The catalyst class is: 34. (3) Product: [Si:1]([O:8][CH2:9][CH2:10][S:11]([C:14]1[CH:19]=[C:18]([C:20]#[N:21])[CH:17]=[CH:16][C:15]=1[CH:22]1[C:27]([C:28]#[N:30])=[C:26]([CH3:31])[N:25]([C:32]2[CH:37]=[CH:36][CH:35]=[C:34]([C:38]([F:39])([F:40])[F:41])[CH:33]=2)[C:24](=[O:42])[NH:23]1)(=[O:13])=[O:12])([C:4]([CH3:5])([CH3:6])[CH3:7])([CH3:2])[CH3:3]. The catalyst class is: 56. Reactant: [Si:1]([O:8][CH2:9][CH2:10][S:11]([C:14]1[CH:19]=[C:18]([C:20]#[N:21])[CH:17]=[CH:16][C:15]=1[CH:22]1[C:27]([C:28]([NH2:30])=O)=[C:26]([CH3:31])[N:25]([C:32]2[CH:37]=[CH:36][CH:35]=[C:34]([C:38]([F:41])([F:40])[F:39])[CH:33]=2)[C:24](=[O:42])[NH:23]1)(=[O:13])=[O:12])([C:4]([CH3:7])([CH3:6])[CH3:5])([CH3:3])[CH3:2].[OH-].COC(NS([N+](CC)(CC)CC)(=O)=O)=O. (4) Reactant: C([NH:8][C@H:9]1[CH2:13][O:12][C@@H:11]2[C@@H:14]([NH:17]CC3C=CC=CC=3)[CH2:15][O:16][C@H:10]12)C1C=CC=CC=1.[H][H]. Product: [O:12]1[CH2:13][C@H:9]([NH2:8])[C@H:10]2[O:16][CH2:15][C@H:14]([NH2:17])[C@@H:11]12. The catalyst class is: 19. (5) Reactant: [F:1][C:2]1[CH:7]=[CH:6][CH:5]=[CH:4][C:3]=1[C@:8]12[CH2:16][O:15][C@H:14]([C:17]([F:20])([F:19])[F:18])[C@H:13]1[CH2:12][S:11][C:10]([NH:21]C(=O)C1C=CC=CC=1)=[N:9]2.S(=O)(=O)(O)O.[N+:35]([O-])([OH:37])=[O:36].[OH-].[Na+]. Product: [F:1][C:2]1[CH:7]=[CH:6][C:5]([N+:35]([O-:37])=[O:36])=[CH:4][C:3]=1[C@:8]12[CH2:16][O:15][C@H:14]([C:17]([F:20])([F:19])[F:18])[C@H:13]1[CH2:12][S:11][C:10]([NH2:21])=[N:9]2. The catalyst class is: 67. (6) Reactant: [Li+].[Cl-].C([O-])([O-])=O.[Cs+].[Cs+].[O:9]=[C:10]1[CH:15]=[C:14]([NH:16][C:17](=[O:25])[CH2:18][C:19]2[CH:24]=[CH:23][CH:22]=[CH:21][CH:20]=2)[CH:13]=[CH:12][NH:11]1.Br[CH2:27][CH2:28][CH2:29][CH2:30][C:31]#[N:32]. Product: [C:31]([CH2:30][CH2:29][CH2:28][CH2:27][N:11]1[CH:12]=[CH:13][C:14]([NH:16][C:17](=[O:25])[CH2:18][C:19]2[CH:20]=[CH:21][CH:22]=[CH:23][CH:24]=2)=[CH:15][C:10]1=[O:9])#[N:32]. The catalyst class is: 3. (7) Reactant: [Cl:1][C:2]1[CH:7]=[CH:6][CH:5]=[C:4]([Cl:8])[C:3]=1[CH2:9][S:10]([C:13]1[CH:14]=[C:15]2[C:19](=[CH:20][CH:21]=1)[NH:18][C:17](=[O:22])/[C:16]/2=[CH:23]\[C:24]1[NH:25][C:26]([CH3:32])=[CH:27][C:28]=1[C:29](O)=[O:30])(=[O:12])=[O:11].[CH3:33][C@@H:34]1[CH2:39][NH:38][CH2:37][C@H:36]([CH3:40])[NH:35]1.C1C=CC2N(O)N=NC=2C=1.CCN=C=NCCCN(C)C.Cl. Product: [Cl:8][C:4]1[CH:5]=[CH:6][CH:7]=[C:2]([Cl:1])[C:3]=1[CH2:9][S:10]([C:13]1[CH:14]=[C:15]2[C:19](=[CH:20][CH:21]=1)[NH:18][C:17](=[O:22])/[C:16]/2=[CH:23]\[C:24]1[NH:25][C:26]([CH3:32])=[CH:27][C:28]=1[C:29]([N:38]1[CH2:37][C@H:36]([CH3:40])[NH:35][C@H:34]([CH3:33])[CH2:39]1)=[O:30])(=[O:11])=[O:12]. The catalyst class is: 3. (8) Reactant: [CH2:1]([N:3]([CH2:41][CH3:42])[CH2:4][CH2:5][C:6]1[CH:7]=[C:8]([NH:12][C:13]2[N:18]=[C:17]3[N:19]([C:33]4[CH:34]=[C:35]([CH:38]=[CH:39][CH:40]=4)[C:36]#[N:37])[C:20](=[O:32])[N:21]([C:24]4[CH:29]=[CH:28][C:27]([O:30][CH3:31])=[CH:26][CH:25]=4)[CH:22]([CH3:23])[C:16]3=[CH:15][N:14]=2)[CH:9]=[CH:10][CH:11]=1)[CH3:2].[OH-:43].[Na+].C(#N)C1C=CC=CC=1.OO. Product: [CH2:41]([N:3]([CH2:1][CH3:2])[CH2:4][CH2:5][C:6]1[CH:7]=[C:8]([NH:12][C:13]2[N:18]=[C:17]3[N:19]([C:33]4[CH:34]=[C:35]([CH:38]=[CH:39][CH:40]=4)[C:36]([NH2:37])=[O:43])[C:20](=[O:32])[N:21]([C:24]4[CH:29]=[CH:28][C:27]([O:30][CH3:31])=[CH:26][CH:25]=4)[CH:22]([CH3:23])[C:16]3=[CH:15][N:14]=2)[CH:9]=[CH:10][CH:11]=1)[CH3:42]. The catalyst class is: 58.